This data is from Forward reaction prediction with 1.9M reactions from USPTO patents (1976-2016). The task is: Predict the product of the given reaction. (1) Given the reactants [C:1]([N:5]1[C:9]([NH2:10])=[CH:8][C:7]([CH:11]2[CH2:14][CH2:13][CH2:12]2)=[N:6]1)([CH3:4])([CH3:3])[CH3:2].CO[C:17](OC)([CH3:22])[C:18](OC)=[O:19], predict the reaction product. The product is: [C:1]([N:5]1[C:9]2[NH:10][C:18](=[O:19])[CH:17]=[CH:22][C:8]=2[C:7]([CH:11]2[CH2:14][CH2:13][CH2:12]2)=[N:6]1)([CH3:4])([CH3:2])[CH3:3]. (2) The product is: [ClH:31].[ClH:32].[Cl:31][C:12]1[CH:11]=[C:10]([NH:8][CH3:6])[CH:30]=[CH:29][C:13]=1[CH2:14][N:15]1[C:19]2=[N:20][C:21]([C:24]([O:26][CH3:27])=[O:25])=[CH:22][CH:23]=[C:18]2[N:17]=[C:16]1[CH3:28]. Given the reactants C(O[C:6]([N:8]([C:10]1[CH:30]=[CH:29][C:13]([CH2:14][N:15]2[C:19]3=[N:20][C:21]([C:24]([O:26][CH3:27])=[O:25])=[CH:22][CH:23]=[C:18]3[N:17]=[C:16]2[CH3:28])=[C:12]([Cl:31])[CH:11]=1)C)=O)(C)(C)C.[ClH:32], predict the reaction product. (3) Given the reactants CC(C)([O-])C.[K+].F[C:8]1[N:13]=[CH:12][C:11]([C:14]2[CH:22]=[CH:21][C:17]([C:18]([OH:20])=O)=[CH:16][CH:15]=2)=[CH:10][CH:9]=1.[F:23][C:24]([F:38])([F:37])[C:25]1[CH:36]=[CH:35][C:28]([CH2:29][N:30]2[CH2:33][CH:32]([OH:34])[CH2:31]2)=[CH:27][CH:26]=1.[CH2:39]([CH2:41][NH2:42])[OH:40].CCN(C(C)C)C(C)C.CN(C(ON1N=NC2C=CC=NC1=2)=[N+](C)C)C.F[P-](F)(F)(F)(F)F, predict the reaction product. The product is: [OH:40][CH2:39][CH2:41][NH:42][C:18](=[O:20])[C:17]1[CH:16]=[CH:15][C:14]([C:11]2[CH:12]=[N:13][C:8]([O:34][CH:32]3[CH2:33][N:30]([CH2:29][C:28]4[CH:35]=[CH:36][C:25]([C:24]([F:37])([F:23])[F:38])=[CH:26][CH:27]=4)[CH2:31]3)=[CH:9][CH:10]=2)=[CH:22][CH:21]=1. (4) Given the reactants [C:1]1([CH:7]([O:18][C:19]2[CH:24]=[CH:23][C:22]([C:25]([O:34]CC3C=CC(OC)=CC=3)([C:30]([F:33])([F:32])[F:31])[C:26]([F:29])([F:28])[F:27])=[CH:21][CH:20]=2)[CH2:8][O:9][C:10]2[CH:17]=[CH:16][C:13]([CH:14]=[O:15])=[CH:12][CH:11]=2)[CH:6]=[CH:5][CH:4]=[CH:3][CH:2]=1.ClC(Cl)C.C(C1C(=O)C(Cl)=C(Cl)C(=O)C=1C#N)#N.O, predict the reaction product. The product is: [C:1]1([CH:7]([O:18][C:19]2[CH:24]=[CH:23][C:22]([C:25]([OH:34])([C:30]([F:31])([F:32])[F:33])[C:26]([F:28])([F:29])[F:27])=[CH:21][CH:20]=2)[CH2:8][O:9][C:10]2[CH:11]=[CH:12][C:13]([CH:14]=[O:15])=[CH:16][CH:17]=2)[CH:6]=[CH:5][CH:4]=[CH:3][CH:2]=1. (5) Given the reactants Cl[S:2]([C:5]1[CH:6]=[C:7]([CH:11]=[C:12]([C:14]([F:17])([F:16])[F:15])[CH:13]=1)[C:8]([OH:10])=[O:9])(=[O:4])=[O:3].[NH4+:18].[OH-], predict the reaction product. The product is: [S:2]([C:5]1[CH:6]=[C:7]([CH:11]=[C:12]([C:14]([F:17])([F:16])[F:15])[CH:13]=1)[C:8]([OH:10])=[O:9])(=[O:4])(=[O:3])[NH2:18]. (6) Given the reactants [N:1]1[CH:6]=[CH:5][CH:4]=[C:3]([N:7]2[CH2:11][CH2:10][NH:9][C:8]2=[O:12])[CH:2]=1.Br[C:14]1[CH:23]=[CH:22][C:21]2[C:16](=[CH:17][CH:18]=[C:19]([O:24][CH3:25])[CH:20]=2)[CH:15]=1.N[C@@H]1CCCC[C@H]1N.C(=O)([O-])[O-].[K+].[K+], predict the reaction product. The product is: [CH3:25][O:24][C:19]1[CH:20]=[C:21]2[C:16](=[CH:17][CH:18]=1)[CH:15]=[C:14]([N:9]1[CH2:10][CH2:11][N:7]([C:3]3[CH:2]=[N:1][CH:6]=[CH:5][CH:4]=3)[C:8]1=[O:12])[CH:23]=[CH:22]2. (7) Given the reactants [Li]CCCC.C[C:7]([O-:10])(C)C.[K+].[CH3:12][O:13][C:14]1[CH:19]=[CH:18][C:17]([C:20]([F:23])([F:22])[F:21])=[CH:16][CH:15]=1.C1C[O:27]CC1, predict the reaction product. The product is: [CH3:12][O:13][C:14]1[CH:15]=[CH:16][C:17]([C:20]([F:21])([F:22])[F:23])=[CH:18][C:19]=1[C:7]([OH:10])=[O:27]. (8) Given the reactants Cl.[C:2]([O:6][C:7](=[O:11])[C@H:8]([CH3:10])[NH2:9])([CH3:5])([CH3:4])[CH3:3].Cl[C:13]1C=CC(S(Cl)(=O)=O)=CC=1.[Cl:23][C:24]1[CH:29]=[CH:28][C:27]([S:30](Cl)(=[O:32])=[O:31])=[C:26]([N+:34]([O-:36])=[O:35])[CH:25]=1, predict the reaction product. The product is: [Cl:23][C:24]1[CH:29]=[CH:28][C:27]([S:30]([NH:9][C@H:8]([CH2:10][CH3:13])[C:7]([O:6][C:2]([CH3:5])([CH3:4])[CH3:3])=[O:11])(=[O:32])=[O:31])=[C:26]([N+:34]([O-:36])=[O:35])[CH:25]=1.